Dataset: Forward reaction prediction with 1.9M reactions from USPTO patents (1976-2016). Task: Predict the product of the given reaction. (1) Given the reactants [CH2:1]([O:4][N:5]([C@@H:21]1[CH:26]=[CH:25][C@@H:24]([CH2:27][O:28][Si:29]([C:32]([CH3:35])([CH3:34])[CH3:33])([CH3:31])[CH3:30])[NH:23][CH2:22]1)S(C1C=CC([N+]([O-])=O)=CC=1[N+]([O-])=O)(=O)=O)[CH:2]=[CH2:3].C(=O)([O-])[O-].[K+].[K+].C1(S)C=CC=CC=1, predict the reaction product. The product is: [CH2:1]([O:4][NH:5][C@@H:21]1[CH:26]=[CH:25][C@@H:24]([CH2:27][O:28][Si:29]([C:32]([CH3:35])([CH3:34])[CH3:33])([CH3:30])[CH3:31])[NH:23][CH2:22]1)[CH:2]=[CH2:3]. (2) Given the reactants [NH2:1][C:2]1[S:3][C:4]2[CH2:10][C@@H:9]([NH2:11])[CH2:8][CH2:7][C:5]=2[N:6]=1.[S:12]([C:19]1[CH:25]=[CH:24][C:22]([CH3:23])=[CH:21][CH:20]=1)([O:15][CH2:16][CH2:17][CH3:18])(=[O:14])=[O:13], predict the reaction product. The product is: [CH2:16]([NH:11][C@@H:9]1[CH2:8][CH2:7][C:5]2[N:6]=[C:2]([NH2:1])[S:3][C:4]=2[CH2:10]1)[CH2:17][CH3:18].[CH3:23][C:22]1[CH:24]=[CH:25][C:19]([S:12]([OH:15])(=[O:14])=[O:13])=[CH:20][CH:21]=1. (3) Given the reactants CS(O[CH2:6][CH2:7][O:8][C:9]1[CH:14]=[CH:13][C:12]([C:15]#[C:16][C:17]2[CH:22]=[CH:21][C:20]([C:23]3[CH:28]=[CH:27][C:26]([Cl:29])=[CH:25][CH:24]=3)=[CH:19][N:18]=2)=[CH:11][C:10]=1[CH3:30])(=O)=O.[F:31][C:32]([F:42])([F:41])[C@@:33]1([OH:40])[CH2:38][CH2:37][NH:36][CH2:35][C@@H:34]1[OH:39].C(N(C(C)C)C(C)C)C, predict the reaction product. The product is: [Cl:29][C:26]1[CH:27]=[CH:28][C:23]([C:20]2[CH:21]=[CH:22][C:17]([C:16]#[C:15][C:12]3[CH:13]=[CH:14][C:9]([O:8][CH2:7][CH2:6][N:36]4[CH2:37][CH2:38][C@@:33]([C:32]([F:31])([F:41])[F:42])([OH:40])[C@@H:34]([OH:39])[CH2:35]4)=[C:10]([CH3:30])[CH:11]=3)=[N:18][CH:19]=2)=[CH:24][CH:25]=1. (4) Given the reactants [CH2:1]([NH:4][C:5]([CH:7]1[CH2:11]C=CC1)=[O:6])[CH2:2][CH3:3].C[N+]1([O-])CC[O:16]CC1.CO[2H].[CH3:23][C:24]([CH3:26])=[O:25].C(#N)C, predict the reaction product. The product is: [OH:25][CH:24]1[CH:26]([OH:16])[CH2:11][CH:7]([C:5]([NH:4][CH2:1][CH2:2][CH3:3])=[O:6])[CH2:23]1.